This data is from Peptide-MHC class II binding affinity with 134,281 pairs from IEDB. The task is: Regression. Given a peptide amino acid sequence and an MHC pseudo amino acid sequence, predict their binding affinity value. This is MHC class II binding data. (1) The peptide sequence is APYHFDLSGHAFGAM. The MHC is HLA-DQA10101-DQB10501 with pseudo-sequence HLA-DQA10101-DQB10501. The binding affinity (normalized) is 0.132. (2) The peptide sequence is GRLLRGYNQFAYDG. The MHC is DRB5_0101 with pseudo-sequence DRB5_0101. The binding affinity (normalized) is 0.359. (3) The peptide sequence is SEIEEFRDRARVPLT. The binding affinity (normalized) is 0.397. The MHC is DRB1_1501 with pseudo-sequence DRB1_1501. (4) The peptide sequence is FLHLVGFPTHRHIRG. The MHC is DRB1_0802 with pseudo-sequence DRB1_0802. The binding affinity (normalized) is 0.268. (5) The peptide sequence is PATPAAPGAGYTPAT. The MHC is HLA-DPA10103-DPB10401 with pseudo-sequence HLA-DPA10103-DPB10401. The binding affinity (normalized) is 0.0648. (6) The peptide sequence is GKIVHISPLSGSAQH. The MHC is DRB1_0701 with pseudo-sequence DRB1_0701. The binding affinity (normalized) is 0.588. (7) The peptide sequence is EKWYFAATQFEPLAA. The MHC is HLA-DQA10301-DQB10302 with pseudo-sequence HLA-DQA10301-DQB10302. The binding affinity (normalized) is 0.625.